This data is from Peptide-MHC class II binding affinity with 134,281 pairs from IEDB. The task is: Regression. Given a peptide amino acid sequence and an MHC pseudo amino acid sequence, predict their binding affinity value. This is MHC class II binding data. (1) The peptide sequence is EKKYFAATQMEPLAA. The MHC is HLA-DPA10103-DPB10401 with pseudo-sequence HLA-DPA10103-DPB10401. The binding affinity (normalized) is 0.929. (2) The peptide sequence is KYSYYPEDPVKLASI. The MHC is DRB5_0101 with pseudo-sequence DRB5_0101. The binding affinity (normalized) is 0.558. (3) The peptide sequence is ASMVNGVIKILTYPW. The binding affinity (normalized) is 0.728. The MHC is DRB1_1301 with pseudo-sequence DRB1_1301. (4) The peptide sequence is LDAYNMMISAGFSLW. The MHC is DRB1_0401 with pseudo-sequence DRB1_0401. The binding affinity (normalized) is 0.350. (5) The peptide sequence is DKKCIEWEKAQHGAC. The MHC is HLA-DQA10101-DQB10501 with pseudo-sequence HLA-DQA10101-DQB10501. The binding affinity (normalized) is 0.0501.